From a dataset of Forward reaction prediction with 1.9M reactions from USPTO patents (1976-2016). Predict the product of the given reaction. (1) Given the reactants [OH-].[Na+].C[O:4][C:5](=[O:34])/[C:6](/[NH:13][C:14](=[O:33])[C:15]1[CH:20]=[CH:19][C:18]([C:21]([NH:23][CH2:24][C:25]2[CH:30]=[CH:29][CH:28]=[C:27]([OH:31])[CH:26]=2)=[O:22])=[CH:17][C:16]=1[Br:32])=[CH:7]/[C:8]1[S:9][CH:10]=[CH:11][N:12]=1, predict the reaction product. The product is: [Br:32][C:16]1[CH:17]=[C:18]([C:21]([NH:23][CH2:24][C:25]2[CH:30]=[CH:29][CH:28]=[C:27]([OH:31])[CH:26]=2)=[O:22])[CH:19]=[CH:20][C:15]=1[C:14]([NH:13]/[C:6](=[CH:7]\[C:8]1[S:9][CH:10]=[CH:11][N:12]=1)/[C:5]([OH:34])=[O:4])=[O:33]. (2) The product is: [NH:19]1[C:13]2[N:14]([N:15]=[CH:16][C:12]=2[CH2:11][CH2:10][NH2:7])[CH2:17][CH2:18]1. Given the reactants [H-].[Al+3].[Li+].[H-].[H-].[H-].[N+:7](/[CH:10]=[CH:11]/[C:12]1[CH:16]=[N:15][N:14]2[CH2:17][CH2:18][N:19](C=O)[C:13]=12)([O-])=O.[F-].[Na+].O, predict the reaction product.